This data is from Forward reaction prediction with 1.9M reactions from USPTO patents (1976-2016). The task is: Predict the product of the given reaction. Given the reactants [CH3:1][C:2]1[N:6]([CH2:7][C:8]2[CH:13]=[CH:12][C:11]([CH3:14])=[CH:10][CH:9]=2)[N:5]=[C:4]([C:15]2[O:19][N:18]=[C:17]([C:20]3[CH:25]=[CH:24][C:23]([S:26][C:27]([F:30])([F:29])[F:28])=[CH:22][CH:21]=3)[N:16]=2)[CH:3]=1.ClC1C=C(C=CC=1)C(OO)=[O:36].C(=O)(O)[O-].[Na+], predict the reaction product. The product is: [CH3:1][C:2]1[N:6]([CH2:7][C:8]2[CH:13]=[CH:12][C:11]([CH3:14])=[CH:10][CH:9]=2)[N:5]=[C:4]([C:15]2[O:19][N:18]=[C:17]([C:20]3[CH:25]=[CH:24][C:23]([S:26]([C:27]([F:29])([F:30])[F:28])=[O:36])=[CH:22][CH:21]=3)[N:16]=2)[CH:3]=1.